This data is from Forward reaction prediction with 1.9M reactions from USPTO patents (1976-2016). The task is: Predict the product of the given reaction. Given the reactants [CH3:1][N:2]1[CH:6]=[CH:5][N:4]=[C:3]1[CH:7]=[O:8].CC1C=CC(S(O)(=O)=O)=[CH:14][CH:15]=1.C(=O)(O)[O-:21].[Na+], predict the reaction product. The product is: [O:8]1[CH2:15][CH2:14][O:21][CH:7]1[C:3]1[N:2]([CH3:1])[CH:6]=[CH:5][N:4]=1.